Task: Predict which catalyst facilitates the given reaction.. Dataset: Catalyst prediction with 721,799 reactions and 888 catalyst types from USPTO (1) Reactant: [OH-].[K+].[NH2:3][CH2:4][C:5]([OH:7])=[O:6].O1CCOCC1.[N+:14]([C:17]1[CH:22]=[CH:21][C:20]([N:23]=[C:24]=[O:25])=[CH:19][CH:18]=1)([O-:16])=[O:15]. Product: [N+:14]([C:17]1[CH:18]=[CH:19][C:20]([NH:23][C:24]([NH:3][CH2:4][C:5]([OH:7])=[O:6])=[O:25])=[CH:21][CH:22]=1)([O-:16])=[O:15]. The catalyst class is: 6. (2) Product: [C:1](=[O:2])([O-:4])[O-:3].[Na+:5].[Na+:5].[C:1](=[O:3])=[O:2]. The catalyst class is: 6. Reactant: [C:1](=[O:4])([OH:3])[O-:2].[Na+:5]. (3) Reactant: [OH:1][NH:2][C:3](=[O:21])[C@@H:4]([NH:9][C:10](=[O:20])[CH2:11][NH:12]C(=O)OC(C)(C)C)[CH2:5][CH2:6][S:7][CH3:8].[ClH:22]. Product: [ClH:22].[NH2:12][CH2:11][C:10]([NH:9][C@@H:4]([CH2:5][CH2:6][S:7][CH3:8])[C:3]([NH:2][OH:1])=[O:21])=[O:20]. The catalyst class is: 12.